This data is from Full USPTO retrosynthesis dataset with 1.9M reactions from patents (1976-2016). The task is: Predict the reactants needed to synthesize the given product. Given the product [O:1]=[C:2]1[C:11]2[CH:12]=[CH:13][S:14][C:10]=2[C:9]2[CH:8]=[CH:7][C:6]([C:15]([NH2:21])=[O:17])=[CH:5][C:4]=2[NH:3]1, predict the reactants needed to synthesize it. The reactants are: [O:1]=[C:2]1[C:11]2[CH:12]=[CH:13][S:14][C:10]=2[C:9]2[CH:8]=[CH:7][C:6]([C:15]([O:17]C)=O)=[CH:5][C:4]=2[NH:3]1.[OH-].[Na+].[NH3:21].